Dataset: Full USPTO retrosynthesis dataset with 1.9M reactions from patents (1976-2016). Task: Predict the reactants needed to synthesize the given product. (1) Given the product [CH3:3][O:4][C:5]1[C:13]2[O:12][C:11]([CH2:14][OH:15])=[CH:10][C:9]=2[CH:8]=[CH:7][CH:6]=1, predict the reactants needed to synthesize it. The reactants are: [BH4-].[Na+].[CH3:3][O:4][C:5]1[C:13]2[O:12][C:11]([CH:14]=[O:15])=[CH:10][C:9]=2[CH:8]=[CH:7][CH:6]=1. (2) Given the product [Cl:34][C:28]1[CH:27]=[C:26]([C:18]2[N:17]=[C:16]([N:12]3[C:13]4[C:9](=[CH:8][C:7]([CH2:6][C:5]([OH:35])=[O:4])=[CH:15][CH:14]=4)[CH2:10][CH2:11]3)[C:25]3[CH2:24][CH2:23][CH2:22][CH2:21][C:20]=3[N:19]=2)[CH:31]=[CH:30][C:29]=1[O:32][CH3:33], predict the reactants needed to synthesize it. The reactants are: [OH-].[Na+].C[O:4][C:5](=[O:35])[CH2:6][C:7]1[CH:8]=[C:9]2[C:13](=[CH:14][CH:15]=1)[N:12]([C:16]1[C:25]3[CH2:24][CH2:23][CH2:22][CH2:21][C:20]=3[N:19]=[C:18]([C:26]3[CH:31]=[CH:30][C:29]([O:32][CH3:33])=[C:28]([Cl:34])[CH:27]=3)[N:17]=1)[CH2:11][CH2:10]2.O1CCOCC1.Cl.